This data is from Peptide-MHC class I binding affinity with 185,985 pairs from IEDB/IMGT. The task is: Regression. Given a peptide amino acid sequence and an MHC pseudo amino acid sequence, predict their binding affinity value. This is MHC class I binding data. (1) The peptide sequence is QVPLRPMTYK. The MHC is HLA-B44:03 with pseudo-sequence HLA-B44:03. The binding affinity (normalized) is 0. (2) The peptide sequence is NYSGVVTTI. The MHC is HLA-A23:01 with pseudo-sequence HLA-A23:01. The binding affinity (normalized) is 0.287. (3) The peptide sequence is RLQLIMPAR. The MHC is HLA-A02:01 with pseudo-sequence HLA-A02:01. The binding affinity (normalized) is 0. (4) The peptide sequence is VQKGRKWSL. The MHC is HLA-B08:01 with pseudo-sequence HLA-B08:01. The binding affinity (normalized) is 0.786. (5) The peptide sequence is AMQTMLFTM. The MHC is HLA-A02:03 with pseudo-sequence HLA-A02:03. The binding affinity (normalized) is 0.619. (6) The peptide sequence is RILQRALFMHF. The MHC is Mamu-B52 with pseudo-sequence Mamu-B52. The binding affinity (normalized) is 0.586. (7) The MHC is H-2-Kb with pseudo-sequence H-2-Kb. The peptide sequence is KAVYNLATA. The binding affinity (normalized) is 0.